This data is from Reaction yield outcomes from USPTO patents with 853,638 reactions. The task is: Predict the reaction yield, written as a fraction of the theoretical maximum amount of product (1.0 means a 100% yield; for example, 0.34 means a 34% yield). (1) The reactants are [CH3:1][C:2]1([CH3:25])[C:6]([C:7]2[CH:8]=[C:9]([CH:14]=[CH:15][C:16]=2OS(C(F)(F)F)(=O)=O)[C:10]([O:12][CH3:13])=[O:11])=[CH:5][CH2:4][CH2:3]1.[F:26][C:27]1[CH:32]=[CH:31][C:30]([C:33]([F:36])([F:35])[F:34])=[CH:29][C:28]=1B(O)O.C(=O)([O-])[O-].[K+].[K+]. The catalyst is CN(C=O)C.O.C1C=CC([P]([Pd]([P](C2C=CC=CC=2)(C2C=CC=CC=2)C2C=CC=CC=2)([P](C2C=CC=CC=2)(C2C=CC=CC=2)C2C=CC=CC=2)[P](C2C=CC=CC=2)(C2C=CC=CC=2)C2C=CC=CC=2)(C2C=CC=CC=2)C2C=CC=CC=2)=CC=1. The product is [CH3:1][C:2]1([CH3:25])[C:6]([C:7]2[CH:8]=[C:9]([C:10]([O:12][CH3:13])=[O:11])[CH:14]=[CH:15][C:16]=2[C:28]2[CH:29]=[C:30]([C:33]([F:35])([F:36])[F:34])[CH:31]=[CH:32][C:27]=2[F:26])=[CH:5][CH2:4][CH2:3]1. The yield is 0.530. (2) The reactants are [CH2:1]([O:3][C:4](/[CH:6]=[CH:7]/[C:8]1[CH:9]=[C:10]2[C:14](=[CH:15][CH:16]=1)[NH:13][C:12]([C:17]([OH:19])=O)=[CH:11]2)=[O:5])[CH3:2].CC[N:22]=C=NCCCN(C)C.Cl.Cl.CCN(CC)CC.C1C=CC2N(O)N=NC=2C=1.[O:50]1[CH2:55][CH2:54][CH2:53][CH2:52][CH:51]1[O:56][NH:57][C:58](=[O:66])[CH:59](N)[CH2:60][CH2:61][CH2:62][CH2:63][CH3:64].C(O)(=O)CC(CC(O)=O)(C(O)=O)O. The catalyst is CN(C=O)C.O. The product is [CH2:1]([O:3][C:4](=[O:5])[CH2:6][CH2:7][C:8]1[CH:9]=[C:10]2[C:14](=[CH:15][CH:16]=1)[NH:13][C:12]([C:17](=[O:19])[NH:22][CH2:64][CH2:63][CH2:62][CH2:61][CH2:60][CH2:59][C:58](=[O:66])[NH:57][O:56][CH:51]1[CH2:52][CH2:53][CH2:54][CH2:55][O:50]1)=[CH:11]2)[CH3:2]. The yield is 0.690.